This data is from Catalyst prediction with 721,799 reactions and 888 catalyst types from USPTO. The task is: Predict which catalyst facilitates the given reaction. Reactant: [CH3:1][C@H:2]1[C@H:7]([CH3:8])[N:6]2[C:9]3[N:15]=[C:14]([C:16]([O:18]CC)=[O:17])[CH:13]=[CH:12][C:10]=3[CH:11]=[C:5]2[C:4](=[O:21])[NH:3]1.[OH-].[Na+]. Product: [CH3:1][C@H:2]1[C@H:7]([CH3:8])[N:6]2[C:9]3[N:15]=[C:14]([C:16]([OH:18])=[O:17])[CH:13]=[CH:12][C:10]=3[CH:11]=[C:5]2[C:4](=[O:21])[NH:3]1. The catalyst class is: 8.